From a dataset of Peptide-MHC class I binding affinity with 185,985 pairs from IEDB/IMGT. Regression. Given a peptide amino acid sequence and an MHC pseudo amino acid sequence, predict their binding affinity value. This is MHC class I binding data. (1) The peptide sequence is FHARFVQAL. The MHC is HLA-B44:02 with pseudo-sequence HLA-B44:02. The binding affinity (normalized) is 0.0847. (2) The peptide sequence is KTPKAPRTKST. The MHC is Mamu-A01 with pseudo-sequence Mamu-A01. The binding affinity (normalized) is 0.230. (3) The peptide sequence is VGINMSKKK. The MHC is HLA-A03:01 with pseudo-sequence HLA-A03:01. The binding affinity (normalized) is 0.0813. (4) The peptide sequence is YAPFARLLN. The MHC is HLA-A02:01 with pseudo-sequence HLA-A02:01. The binding affinity (normalized) is 0. (5) The peptide sequence is ILTRLALFF. The MHC is HLA-A03:01 with pseudo-sequence HLA-A03:01. The binding affinity (normalized) is 0.0847. (6) The peptide sequence is AEKTMKEYG. The MHC is HLA-B40:02 with pseudo-sequence HLA-B40:02. The binding affinity (normalized) is 0.175. (7) The peptide sequence is KFITHPFLW. The MHC is HLA-A24:02 with pseudo-sequence HLA-A24:02. The binding affinity (normalized) is 1.00. (8) The peptide sequence is RRLTVCGGIMF. The MHC is HLA-A29:02 with pseudo-sequence HLA-A29:02. The binding affinity (normalized) is 0.213. (9) The peptide sequence is ESDKGSSQS. The MHC is HLA-A01:01 with pseudo-sequence HLA-A01:01. The binding affinity (normalized) is 0.0847. (10) The peptide sequence is NHTIYINNL. The MHC is Mamu-A07 with pseudo-sequence YYSEYRNICANTYESNLYIRYEFYTWAAMAYEWH. The binding affinity (normalized) is 0.541.